Task: Predict the product of the given reaction.. Dataset: Forward reaction prediction with 1.9M reactions from USPTO patents (1976-2016) Given the reactants [Br:1][C:2]1[CH:7]=[CH:6][C:5]([CH2:8][CH2:9][NH:10][C:11]2[S:12][C:13]3[CH:19]=[C:18]([NH2:20])[CH:17]=[CH:16][C:14]=3[N:15]=2)=[CH:4][CH:3]=1.[C:21]([N:29]=[C:30]=[S:31])(=[O:28])[C:22]1[CH:27]=[CH:26][CH:25]=[CH:24][CH:23]=1, predict the reaction product. The product is: [C:21]([NH:29][C:30]([NH:20][C:18]1[CH:17]=[CH:16][C:14]2[N:15]=[C:11]([NH:10][CH2:9][CH2:8][C:5]3[CH:6]=[CH:7][C:2]([Br:1])=[CH:3][CH:4]=3)[S:12][C:13]=2[CH:19]=1)=[S:31])(=[O:28])[C:22]1[CH:27]=[CH:26][CH:25]=[CH:24][CH:23]=1.